From a dataset of Reaction yield outcomes from USPTO patents with 853,638 reactions. Predict the reaction yield, written as a fraction of the theoretical maximum amount of product (1.0 means a 100% yield; for example, 0.34 means a 34% yield). (1) The reactants are [CH:1]1([CH2:4][O:5][NH:6][C:7]([C:9]2[C:22]([NH:23][C:24]3[CH:29]=[CH:28][C:27]([Br:30])=[CH:26][C:25]=3[CH3:31])=[C:21]([F:32])[C:12]3[N:13]=[CH:14][N:15]([CH2:16][CH2:17]CC=C)[C:11]=3[CH:10]=2)=[O:8])[CH2:3][CH2:2]1.C[N+]1([O-])CC[O:37]CC1.[CH3:41][C:42]([OH:45])(C)[CH3:43]. The catalyst is C1COCC1.O.O=[Os](=O)(=O)=O. The product is [CH:1]1([CH2:4][O:5][NH:6][C:7]([C:9]2[C:22]([NH:23][C:24]3[CH:29]=[CH:28][C:27]([Br:30])=[CH:26][C:25]=3[CH3:31])=[C:21]([F:32])[C:12]3[N:13]=[CH:14][N:15]([CH2:16][CH2:17][CH2:41][CH:42]([OH:45])[CH2:43][OH:37])[C:11]=3[CH:10]=2)=[O:8])[CH2:3][CH2:2]1. The yield is 0.740. (2) The reactants are ClC1C=C(C=CC=1F)[C:5]1[C:10]([C:11]2[CH:20]=[CH:19][C:18]3[C:13](=[CH:14][CH:15]=[C:16]([C:21]4[N:25]([CH:26]5[CH2:31][CH2:30][CH2:29][CH2:28][CH2:27]5)[C:24]5[CH:32]=[CH:33][C:34]([C:36]([OH:38])=[O:37])=[CH:35][C:23]=5[N:22]=4)[CH:17]=3)[N:12]=2)=[CH:9][C:8]([O:39][CH3:40])=[CH:7][CH:6]=1.COC(C1C=CC2N(C3CCCCC3)C(C3C=C4C(=CC=3)N=C(C3C=C(OC)C=CC=3Br)C=C4)=NC=2C=1)=O.[N+:83]([C:86]1[CH:87]=[C:88](B(O)O)[CH:89]=[CH:90][CH:91]=1)([O-:85])=[O:84]. No catalyst specified. The product is [CH:26]1([N:25]2[C:24]3[CH:32]=[CH:33][C:34]([C:36]([OH:38])=[O:37])=[CH:35][C:23]=3[N:22]=[C:21]2[C:16]2[CH:17]=[C:18]3[C:13](=[CH:14][CH:15]=2)[N:12]=[C:11]([C:10]2[C:5]([C:88]4[CH:89]=[CH:90][CH:91]=[C:86]([N+:83]([O-:85])=[O:84])[CH:87]=4)=[CH:6][CH:7]=[C:8]([O:39][CH3:40])[CH:9]=2)[CH:20]=[CH:19]3)[CH2:27][CH2:28][CH2:29][CH2:30][CH2:31]1. The yield is 0.0700. (3) The reactants are Br[C:2]1[N:3]=[C:4]2[C:10]3[CH:11]=[CH:12][CH:13]=[CH:14][C:9]=3[NH:8][C:7]3[N:15]=[CH:16][CH:17]=[CH:18][C:6]=3[N:5]2[C:19]=1[C:20]1[CH:25]=[CH:24][C:23]([C:26]2([NH:30][C:31](=[O:37])[O:32][C:33]([CH3:36])([CH3:35])[CH3:34])[CH2:29][CH2:28][CH2:27]2)=[CH:22][CH:21]=1.C([O-])([O-])=O.[Na+].[Na+].[CH3:44][N:45]([CH:47]=O)C. The catalyst is CCOC(C)=O.CC(P(C(C)(C)C)C1C=CC(N(C)C)=CC=1)(C)C.CC(P(C(C)(C)C)C1C=CC(N(C)C)=CC=1)(C)C.Cl[Pd]Cl. The product is [N:45]1[C:44]2[C:9](=[CH:14][C:13]([C:2]3[N:3]=[C:4]4[C:10]5[CH:11]=[CH:12][CH:13]=[CH:14][C:9]=5[NH:8][C:7]5[N:15]=[CH:16][CH:17]=[CH:18][C:6]=5[N:5]4[C:19]=3[C:20]3[CH:25]=[CH:24][C:23]([C:26]4([NH:30][C:31](=[O:37])[O:32][C:33]([CH3:36])([CH3:34])[CH3:35])[CH2:29][CH2:28][CH2:27]4)=[CH:22][CH:21]=3)=[CH:12][CH:11]=2)[CH:10]=[CH:4][CH:47]=1. The yield is 0.980. (4) The reactants are [ClH:1].O1CCOCC1.OC(C(F)(F)F)=O.[F:15][C:16]1[CH:48]=[CH:47][C:19]2[N:20]=[C:21]([NH:23][C:24]([N:26]3[CH2:31][CH2:30][N:29](C(OC(C)(C)C)=O)[CH2:28][CH:27]3[CH2:39][O:40][C:41]3[CH:42]=[N:43][CH:44]=[CH:45][CH:46]=3)=[O:25])[S:22][C:18]=2[CH:17]=1. The catalyst is CO. The product is [ClH:1].[ClH:1].[F:15][C:16]1[CH:48]=[CH:47][C:19]2[N:20]=[C:21]([NH:23][C:24]([N:26]3[CH2:31][CH2:30][NH:29][CH2:28][CH:27]3[CH2:39][O:40][C:41]3[CH:42]=[N:43][CH:44]=[CH:45][CH:46]=3)=[O:25])[S:22][C:18]=2[CH:17]=1. The yield is 0.900. (5) The reactants are [Cl:1][C:2]1[CH:7]=[CH:6][C:5]([CH2:8][CH2:9][C:10]([OH:12])=O)=[CH:4][CH:3]=1.S(Cl)([Cl:15])=O. The catalyst is C1C=CC=CC=1. The product is [Cl:1][C:2]1[CH:7]=[CH:6][C:5]([CH2:8][CH2:9][C:10]([Cl:15])=[O:12])=[CH:4][CH:3]=1. The yield is 0.880. (6) The reactants are [Br:1][C:2]1[CH:3]=[CH:4][C:5]2[NH:6][C:7]3[C:12]([C:13]=2[CH:14]=1)=[CH:11][C:10]([Br:15])=[CH:9][CH:8]=3.[H-].[Na+].[C:18]([O:23][CH3:24])(=[O:22])[CH:19]1[O:21][CH2:20]1. The catalyst is CN(C=O)C. The product is [Br:15][C:10]1[CH:9]=[CH:8][C:7]2[N:6]([CH2:20][CH:19]([OH:21])[C:18]([O:23][CH3:24])=[O:22])[C:5]3[C:13]([C:12]=2[CH:11]=1)=[CH:14][C:2]([Br:1])=[CH:3][CH:4]=3. The yield is 0.320.